Dataset: Peptide-MHC class I binding affinity with 185,985 pairs from IEDB/IMGT. Task: Regression. Given a peptide amino acid sequence and an MHC pseudo amino acid sequence, predict their binding affinity value. This is MHC class I binding data. (1) The peptide sequence is WQFAIHYSF. The MHC is HLA-A26:02 with pseudo-sequence YYAMYRNNVAHTDANTLYIRYQNYTWAEWAYRWY. The binding affinity (normalized) is 0.378. (2) The peptide sequence is EGFLKAAMF. The MHC is HLA-B27:05 with pseudo-sequence HLA-B27:05. The binding affinity (normalized) is 0.0847. (3) The peptide sequence is YECTSRHFT. The MHC is HLA-B57:01 with pseudo-sequence HLA-B57:01. The binding affinity (normalized) is 0.0847. (4) The peptide sequence is ITLPISASL. The MHC is HLA-B58:01 with pseudo-sequence HLA-B58:01. The binding affinity (normalized) is 0.562. (5) The binding affinity (normalized) is 0.0847. The peptide sequence is WQGPSAAAY. The MHC is HLA-A30:01 with pseudo-sequence HLA-A30:01. (6) The peptide sequence is FHERGYVKL. The MHC is HLA-A01:01 with pseudo-sequence HLA-A01:01. The binding affinity (normalized) is 0.0847. (7) The peptide sequence is VLLDYQGML. The MHC is HLA-A03:01 with pseudo-sequence HLA-A03:01. The binding affinity (normalized) is 0.